Dataset: Peptide-MHC class I binding affinity with 185,985 pairs from IEDB/IMGT. Task: Regression. Given a peptide amino acid sequence and an MHC pseudo amino acid sequence, predict their binding affinity value. This is MHC class I binding data. (1) The peptide sequence is NTTYDFLAR. The MHC is HLA-A31:01 with pseudo-sequence HLA-A31:01. The binding affinity (normalized) is 0.749. (2) The peptide sequence is TLLCVLAALV. The MHC is HLA-A02:02 with pseudo-sequence HLA-A02:02. The binding affinity (normalized) is 0.859. (3) The peptide sequence is YLARNAVPV. The MHC is HLA-A02:01 with pseudo-sequence HLA-A02:01. The binding affinity (normalized) is 0.834. (4) The peptide sequence is IPQSLDSWWTSY. The MHC is H-2-Ld with pseudo-sequence H-2-Ld. The binding affinity (normalized) is 0.294. (5) The peptide sequence is RVVDLYIGR. The MHC is HLA-A68:02 with pseudo-sequence HLA-A68:02. The binding affinity (normalized) is 0.368.